This data is from Reaction yield outcomes from USPTO patents with 853,638 reactions. The task is: Predict the reaction yield, written as a fraction of the theoretical maximum amount of product (1.0 means a 100% yield; for example, 0.34 means a 34% yield). (1) The reactants are [CH2:1]([O:3][P:4](Cl)(=[O:8])[O:5][CH2:6][CH3:7])[CH3:2].[CH:10]1([Mg]Br)[CH2:12][CH2:11]1.[NH4+].[Cl-]. The catalyst is C1COCC1. The product is [CH2:1]([O:3][P:4]([CH:10]1[CH2:12][CH2:11]1)(=[O:8])[O:5][CH2:6][CH3:7])[CH3:2]. The yield is 0.510. (2) The reactants are [OH:1][C@@H:2]1[CH2:5][C@H:4]([N:6]2[C:11](=[O:12])[C:10]([CH2:13][C:14]3[CH:19]=[CH:18][C:17]([C:20]4[CH:25]=[CH:24][CH:23]=[CH:22][C:21]=4[C:26]4[NH:30][C:29](=[O:31])[O:28][N:27]=4)=[CH:16][CH:15]=3)=[C:9]([CH2:32][CH2:33][CH3:34])[N:8]3[N:35]=[CH:36][N:37]=[C:7]23)[CH2:3]1.CC(OI1(OC(C)=O)(OC(C)=O)OC(=O)C2C=CC=CC1=2)=O.C(=O)([O-])O.[Na+].S([O-])([O-])(=O)=S.[Na+].[Na+]. The catalyst is C(#N)C. The product is [O:1]=[C:2]1[CH2:3][CH:4]([N:6]2[C:11](=[O:12])[C:10]([CH2:13][C:14]3[CH:19]=[CH:18][C:17]([C:20]4[CH:25]=[CH:24][CH:23]=[CH:22][C:21]=4[C:26]4[NH:30][C:29](=[O:31])[O:28][N:27]=4)=[CH:16][CH:15]=3)=[C:9]([CH2:32][CH2:33][CH3:34])[N:8]3[N:35]=[CH:36][N:37]=[C:7]23)[CH2:5]1. The yield is 0.780. (3) The reactants are [N:1]1([C:6]2[CH:11]=[C:10]([N+:12]([O-])=O)[C:9]([NH2:15])=[C:8]([CH3:16])[CH:7]=2)[CH:5]=[CH:4][N:3]=[CH:2]1. The catalyst is [Pd].O. The product is [N:1]1([C:6]2[CH:11]=[C:10]([NH2:12])[C:9]([NH2:15])=[C:8]([CH3:16])[CH:7]=2)[CH:5]=[CH:4][N:3]=[CH:2]1. The yield is 0.910. (4) The yield is 0.760. The reactants are [CH3:1][O:2][C:3]1[CH:4]=[C:5]2[C:10](=[CH:11][C:12]=1[O:13][CH2:14][CH2:15][O:16][CH3:17])[N:9]=[CH:8][N:7]=[C:6]2[O:18][C:19]1[CH:20]=[C:21]([CH:23]=[CH:24][CH:25]=1)[NH2:22].[CH3:26][O:27][CH2:28][CH2:29][O:30][C:31]1[CH:32]=[C:33]([NH:41][C:42](=O)[O:43]C2C=CC=CC=2)[CH:34]=[C:35]([C:37]([F:40])([F:39])[F:38])[CH:36]=1. The product is [CH3:1][O:2][C:3]1[CH:4]=[C:5]2[C:10](=[CH:11][C:12]=1[O:13][CH2:14][CH2:15][O:16][CH3:17])[N:9]=[CH:8][N:7]=[C:6]2[O:18][C:19]1[CH:20]=[C:21]([NH:22][C:42]([NH:41][C:33]2[CH:34]=[C:35]([C:37]([F:39])([F:40])[F:38])[CH:36]=[C:31]([O:30][CH2:29][CH2:28][O:27][CH3:26])[CH:32]=2)=[O:43])[CH:23]=[CH:24][CH:25]=1. The catalyst is CO.C(Cl)Cl. (5) The reactants are [Br:1][C:2]1[CH:10]=[CH:9][CH:8]=[CH:7][C:3]=1[CH2:4][CH2:5]O.CN(C)C=O.S(Cl)([Cl:18])=O. The yield is 0.820. No catalyst specified. The product is [Br:1][C:2]1[CH:10]=[CH:9][CH:8]=[CH:7][C:3]=1[CH2:4][CH2:5][Cl:18]. (6) The reactants are Cl[C:2]1[C:3]([N+:9]([O-:11])=[O:10])=[C:4]([CH:6]=[CH:7][CH:8]=1)[NH2:5].C(=O)([O-])[O-].[K+].[K+].[N:18]1([CH2:24][CH2:25][N:26]2[CH2:31][CH2:30][O:29][CH2:28][CH2:27]2)[CH2:23][CH2:22][NH:21][CH2:20][CH2:19]1. No catalyst specified. The product is [N:26]1([CH2:25][CH2:24][N:18]2[CH2:19][CH2:20][N:21]([C:2]3[C:3]([N+:9]([O-:11])=[O:10])=[C:4]([CH:6]=[CH:7][CH:8]=3)[NH2:5])[CH2:22][CH2:23]2)[CH2:27][CH2:28][O:29][CH2:30][CH2:31]1. The yield is 0.505. (7) The reactants are [NH2:1][C:2]1[C:7]2[C:8]([C:18]([NH:20][CH3:21])=[O:19])=[C:9]([C:11]3[CH:16]=[CH:15][C:14]([F:17])=[CH:13][CH:12]=3)[O:10][C:6]=2[CH:5]=[CH:4][C:3]=1[C:22]1[CH:27]=[CH:26][CH:25]=[C:24]([C:28](=[O:39])[NH:29][C:30]([C:33]2[CH:38]=[CH:37][CH:36]=[CH:35][CH:34]=2)([CH3:32])[CH3:31])[CH:23]=1.[C:40](Cl)(=[O:42])[CH3:41]. The catalyst is N1C=CC=CC=1. The product is [C:40]([NH:1][C:2]1[C:7]2[C:8]([C:18]([NH:20][CH3:21])=[O:19])=[C:9]([C:11]3[CH:16]=[CH:15][C:14]([F:17])=[CH:13][CH:12]=3)[O:10][C:6]=2[CH:5]=[CH:4][C:3]=1[C:22]1[CH:27]=[CH:26][CH:25]=[C:24]([C:28](=[O:39])[NH:29][C:30]([C:33]2[CH:34]=[CH:35][CH:36]=[CH:37][CH:38]=2)([CH3:32])[CH3:31])[CH:23]=1)(=[O:42])[CH3:41]. The yield is 0.340. (8) The reactants are F[C:2]1[CH:3]=[C:4]([C:11]2[CH:16]=[CH:15][C:14]([C:17]([F:20])([F:19])[F:18])=[CH:13][CH:12]=2)[CH:5]=[CH:6][C:7]=1[N+:8]([O-])=O.C(N(CC)C(C)C)(C)C.[CH3:30][CH:31]([C:34](O)=[O:35])[CH2:32][NH2:33].ON1C(=O)CCC1=O.C(N=C=NC(C)C)(C)C. The catalyst is O1CCOCC1.[Pd].CO. The product is [CH3:30][CH:31]1[C:34](=[O:35])[NH:8][C:7]2[CH:6]=[CH:5][C:4]([C:11]3[CH:16]=[CH:15][C:14]([C:17]([F:20])([F:19])[F:18])=[CH:13][CH:12]=3)=[CH:3][C:2]=2[NH:33][CH2:32]1. The yield is 0.610.